Dataset: Full USPTO retrosynthesis dataset with 1.9M reactions from patents (1976-2016). Task: Predict the reactants needed to synthesize the given product. (1) Given the product [F:19][C:3]1[C:2]([C:24]#[C:23][C:22]([CH2:26][F:27])([OH:25])[CH2:21][F:20])=[CH:18][C:6]2[C:7]3[N:8]=[C:9]([C:15]([NH2:17])=[O:16])[S:10][C:11]=3[CH2:12][CH2:13][O:14][C:5]=2[CH:4]=1, predict the reactants needed to synthesize it. The reactants are: Br[C:2]1[C:3]([F:19])=[CH:4][C:5]2[O:14][CH2:13][CH2:12][C:11]3[S:10][C:9]([C:15]([NH2:17])=[O:16])=[N:8][C:7]=3[C:6]=2[CH:18]=1.[F:20][CH2:21][C:22]([CH2:26][F:27])([OH:25])[C:23]#[CH:24]. (2) Given the product [Cl:30][C:19]1[CH:24]=[CH:23][C:22]([O:25][CH3:26])=[C:21]([NH:27][C:28]([NH:17][C:16]2[CH:15]=[CH:14][N:13]=[C:12]3[N:8]([CH2:7][C:4]4[CH:5]=[CH:6][N:1]=[CH:2][CH:3]=4)[CH:9]=[CH:10][C:11]=23)=[O:29])[CH:20]=1, predict the reactants needed to synthesize it. The reactants are: [N:1]1[CH:6]=[CH:5][C:4]([CH2:7][N:8]2[C:12]3=[N:13][CH:14]=[CH:15][C:16]([NH2:17])=[C:11]3[CH:10]=[CH:9]2)=[CH:3][CH:2]=1.Br[C:19]1[CH:24]=[CH:23][C:22]([O:25][CH3:26])=[C:21]([N:27]=[C:28]=[O:29])[CH:20]=1.[Cl:30]CCl. (3) Given the product [NH2:9][C:8]1[CH:7]=[CH:6][C:5]([OH:12])=[CH:4][C:3]=1[S:2][CH3:1], predict the reactants needed to synthesize it. The reactants are: [CH3:1][S:2][C:3]1[CH:4]=[C:5]([OH:12])[CH:6]=[CH:7][C:8]=1[N+:9]([O-])=O.NC1C=CC(O)=CC=1F.